From a dataset of Forward reaction prediction with 1.9M reactions from USPTO patents (1976-2016). Predict the product of the given reaction. (1) Given the reactants N[C:2]1[CH:9]=[C:8]([Cl:10])[C:5]([C:6]#[N:7])=[C:4]([Cl:11])[CH:3]=1.N([O-])=O.[Na+].[I-:16].[K+], predict the reaction product. The product is: [Cl:10][C:8]1[CH:9]=[C:2]([I:16])[CH:3]=[C:4]([Cl:11])[C:5]=1[C:6]#[N:7]. (2) The product is: [CH2:45]([O:44][C:42]([N:39]1[CH2:38][CH:37]=[C:36]([C:6]2[CH:5]=[C:4]([F:16])[C:3]([C:17]3[N:22]=[C:21]([C:23]([O:25][CH3:26])=[O:24])[CH:20]=[CH:19][C:18]=3[F:27])=[C:2]([F:1])[CH:7]=2)[CH2:41][CH2:40]1)=[O:43])[C:46]1[CH:47]=[CH:48][CH:49]=[CH:50][CH:51]=1. Given the reactants [F:1][C:2]1[CH:7]=[C:6](OS(C(F)(F)F)(=O)=O)[CH:5]=[C:4]([F:16])[C:3]=1[C:17]1[N:22]=[C:21]([C:23]([O:25][CH3:26])=[O:24])[CH:20]=[CH:19][C:18]=1[F:27].CC1(C)C(C)(C)OB([C:36]2[CH2:41][CH2:40][N:39]([C:42]([O:44][CH2:45][C:46]3[CH:51]=[CH:50][CH:49]=[CH:48][CH:47]=3)=[O:43])[CH2:38][CH:37]=2)O1.C(Cl)Cl, predict the reaction product. (3) Given the reactants [N+]([O-])([O-])=O.[NH:5]1[C:13]2[C:8](=[CH:9][C:10]([NH:14][C:15]([NH2:17])=[NH2+:16])=[CH:11][CH:12]=2)[CH:7]=[N:6]1.[C:18]([O:22][C:23]([NH:25][C:26]([C:29]1[CH:34]=[CH:33][C:32]([C:35](=O)[C:36]([C:41]#N)=[CH:37][N:38](C)C)=[CH:31][CH:30]=1)([CH3:28])[CH3:27])=[O:24])([CH3:21])([CH3:20])[CH3:19].[OH-].[Na+], predict the reaction product. The product is: [C:18]([O:22][C:23]([NH:25][C:26]([C:29]1[CH:34]=[CH:33][C:32]([C:35]2[C:36]([C:37]#[N:38])=[CH:41][N:17]=[C:15]([NH:14][C:10]3[CH:9]=[C:8]4[C:13](=[CH:12][CH:11]=3)[NH:5][N:6]=[CH:7]4)[N:16]=2)=[CH:31][CH:30]=1)([CH3:28])[CH3:27])=[O:24])([CH3:20])([CH3:19])[CH3:21]. (4) Given the reactants [Br:1][CH2:2][CH2:3][CH2:4][CH2:5][CH2:6][CH2:7][CH2:8][CH2:9][CH2:10][CH2:11][CH2:12][CH2:13]Br.[CH:15]1[C:24]2[C:19](=[CH:20][CH:21]=[CH:22][CH:23]=2)[CH:18]=[CH:17][N:16]=1, predict the reaction product. The product is: [Br-:1].[Br-:1].[CH2:2]([N+:16]1[CH:17]=[CH:18][C:19]2[C:24](=[CH:23][CH:22]=[CH:21][CH:20]=2)[CH:15]=1)[CH2:3][CH2:4][CH2:5][CH2:6][CH2:7][CH2:8][CH2:9][CH2:10][CH2:11][CH2:12][CH2:13][N+:16]1[CH:17]=[CH:18][C:19]2[C:24](=[CH:23][CH:22]=[CH:21][CH:20]=2)[CH:15]=1. (5) Given the reactants [CH2:1]([O:8][C:9]1[CH:26]=[CH:25][C:24](Br)=[CH:23][C:10]=1[CH2:11][N:12]([CH3:22])[C:13](=[O:21])[CH2:14][CH2:15][CH2:16][CH2:17][CH2:18][CH2:19][CH3:20])[C:2]1[CH:7]=[CH:6][CH:5]=[CH:4][CH:3]=1.[CH:28]([C:30]1[CH:35]=[CH:34][C:33](B(O)O)=[CH:32][CH:31]=1)=[O:29], predict the reaction product. The product is: [CH2:1]([O:8][C:9]1[CH:26]=[CH:25][C:24]([C:33]2[CH:34]=[CH:35][C:30]([CH:28]=[O:29])=[CH:31][CH:32]=2)=[CH:23][C:10]=1[CH2:11][N:12]([CH3:22])[C:13](=[O:21])[CH2:14][CH2:15][CH2:16][CH2:17][CH2:18][CH2:19][CH3:20])[C:2]1[CH:7]=[CH:6][CH:5]=[CH:4][CH:3]=1. (6) Given the reactants F[C:2]1[CH:3]=[C:4]([CH3:12])[C:5]([N+:9]([O-:11])=[O:10])=[C:6]([NH2:8])[CH:7]=1.[CH3:13][C:14]([O:17][C:18]([NH:20][CH:21]1[CH2:26][CH2:25][NH:24][CH2:23][CH2:22]1)=[O:19])([CH3:16])[CH3:15].C([O-])(O)=O.[Na+], predict the reaction product. The product is: [C:14]([O:17][C:18](=[O:19])[NH:20][CH:21]1[CH2:26][CH2:25][N:24]([C:2]2[CH:3]=[C:4]([CH3:12])[C:5]([N+:9]([O-:11])=[O:10])=[C:6]([NH2:8])[CH:7]=2)[CH2:23][CH2:22]1)([CH3:16])([CH3:13])[CH3:15]. (7) Given the reactants [C:1]([C@H:5]1[CH2:10][CH2:9][C@H:8]([O:11][C:12]2[C:13]([CH:29]3C[CH2:30]3)=[C:14]3[C:19](=[CH:20][CH:21]=2)[CH:18]=[C:17]([C@:22]2([CH3:28])[CH2:26][O:25][C:24](=[O:27])[NH:23]2)[CH:16]=[CH:15]3)[CH2:7][CH2:6]1)([CH3:4])([CH3:3])[CH3:2].C([B-](F)(F)F)=C.[K+], predict the reaction product. The product is: [C:1]([C@H:5]1[CH2:6][CH2:7][C@H:8]([O:11][C:12]2[C:13]([CH:29]=[CH2:30])=[C:14]3[C:19](=[CH:20][CH:21]=2)[CH:18]=[C:17]([C@:22]2([CH3:28])[CH2:26][O:25][C:24](=[O:27])[NH:23]2)[CH:16]=[CH:15]3)[CH2:9][CH2:10]1)([CH3:4])([CH3:2])[CH3:3]. (8) Given the reactants [Cl:1][C:2]1[CH:3]=[C:4]([CH:8]=[CH:9][C:10]=1[CH2:11][NH:12][C:13]([NH:15][CH:16]1[C:22]2[CH:23]=[CH:24][CH:25]=[CH:26][C:21]=2[CH2:20][CH2:19][C:18]2[CH:27]=[CH:28][CH:29]=[CH:30][C:17]1=2)=[O:14])[C:5]([OH:7])=O.CN(C(ON1N=NC2C=CC=NC1=2)=[N+](C)C)C.F[P-](F)(F)(F)(F)F.CCN(C(C)C)C(C)C.[NH2:64][CH2:65][CH2:66][CH:67]1[CH2:71][CH2:70][CH2:69][N:68]1[CH3:72], predict the reaction product. The product is: [Cl:1][C:2]1[CH:3]=[C:4]([CH:8]=[CH:9][C:10]=1[CH2:11][NH:12][C:13]([NH:15][CH:16]1[C:26]2[CH:25]=[CH:24][CH:23]=[CH:22][C:21]=2[CH2:20][CH2:19][C:18]2[CH:27]=[CH:28][CH:29]=[CH:30][C:17]1=2)=[O:14])[C:5]([NH:64][CH2:65][CH2:66][CH:67]1[CH2:71][CH2:70][CH2:69][N:68]1[CH3:72])=[O:7]. (9) Given the reactants [F:1][C:2]1[CH:7]=[C:6](I)[CH:5]=[CH:4][C:3]=1[N:9]1[CH:14]=[C:13]([O:15][CH3:16])[C:12](=[O:17])[C:11]([C:18]2[N:22]([C:23]3[CH:28]=[CH:27][CH:26]=[CH:25][CH:24]=3)[N:21]=[CH:20][CH:19]=2)=[N:10]1.[NH:29]1[CH2:33][CH:32]=[CH:31][CH2:30]1.CC1(C)C2C(=C(P(C3C=CC=CC=3)C3C=CC=CC=3)C=CC=2)OC2C(P(C3C=CC=CC=3)C3C=CC=CC=3)=CC=CC1=2.CC([O-])(C)C.[Na+], predict the reaction product. The product is: [N:29]1([C:6]2[CH:5]=[CH:4][C:3]([N:9]3[CH:14]=[C:13]([O:15][CH3:16])[C:12](=[O:17])[C:11]([C:18]4[N:22]([C:23]5[CH:28]=[CH:27][CH:26]=[CH:25][CH:24]=5)[N:21]=[CH:20][CH:19]=4)=[N:10]3)=[C:2]([F:1])[CH:7]=2)[CH2:33][CH:32]=[CH:31][CH2:30]1.